From a dataset of Peptide-MHC class II binding affinity with 134,281 pairs from IEDB. Regression. Given a peptide amino acid sequence and an MHC pseudo amino acid sequence, predict their binding affinity value. This is MHC class II binding data. (1) The peptide sequence is EWATPFPHRKGVLFN. The MHC is DRB1_0101 with pseudo-sequence DRB1_0101. The binding affinity (normalized) is 0.0161. (2) The peptide sequence is RSLSNKIKQKTKQIG. The MHC is HLA-DQA10103-DQB10603 with pseudo-sequence HLA-DQA10103-DQB10603. The binding affinity (normalized) is 0. (3) The peptide sequence is ELAAVSVDCSEYPKP. The MHC is HLA-DPA10301-DPB10402 with pseudo-sequence HLA-DPA10301-DPB10402. The binding affinity (normalized) is 0.0366. (4) The peptide sequence is IKLVKSSRPDCSEIP. The MHC is DRB4_0101 with pseudo-sequence DRB4_0103. The binding affinity (normalized) is 0.848. (5) The peptide sequence is VGPGRWDEDGAKRIP. The binding affinity (normalized) is 0. The MHC is DRB1_0401 with pseudo-sequence DRB1_0401. (6) The peptide sequence is MLFRILSLNLIKIK. The MHC is DRB3_0101 with pseudo-sequence DRB3_0101. The binding affinity (normalized) is 0.436. (7) The binding affinity (normalized) is 0.188. The peptide sequence is RGYFKMRTGKSSIMRS. The MHC is HLA-DPA10103-DPB10401 with pseudo-sequence HLA-DPA10103-DPB10401. (8) The peptide sequence is MKDFDEPGHLAPTGM. The MHC is DRB5_0101 with pseudo-sequence DRB5_0101. The binding affinity (normalized) is 0.107.